Dataset: CYP2C19 inhibition data for predicting drug metabolism from PubChem BioAssay. Task: Regression/Classification. Given a drug SMILES string, predict its absorption, distribution, metabolism, or excretion properties. Task type varies by dataset: regression for continuous measurements (e.g., permeability, clearance, half-life) or binary classification for categorical outcomes (e.g., BBB penetration, CYP inhibition). Dataset: cyp2c19_veith. (1) The drug is COc1ccc(/C=N/n2cnc3c([nH]c4ccc(Br)cc43)c2=O)cc1CN1CCOCC1. The result is 1 (inhibitor). (2) The compound is O=C(NNC(=O)c1cc2cc3ccccc3nc2s1)c1cccc(C(F)(F)F)c1. The result is 0 (non-inhibitor).